This data is from Forward reaction prediction with 1.9M reactions from USPTO patents (1976-2016). The task is: Predict the product of the given reaction. The product is: [CH2:1]([O:3][C:4]1[CH:9]=[CH:8][C:7]([CH2:10][CH:11]([O:17][CH:18]([CH3:19])[CH3:20])[C:12]([OH:14])=[O:13])=[CH:6][C:5]=1[CH2:21][CH2:22][O:23][C:31](=[O:32])[NH:30][C:24]1[CH:29]=[CH:28][CH:27]=[CH:26][CH:25]=1)[CH3:2]. Given the reactants [CH2:1]([O:3][C:4]1[CH:9]=[CH:8][C:7]([CH2:10][CH:11]([O:17][CH:18]([CH3:20])[CH3:19])[C:12]([O:14]CC)=[O:13])=[CH:6][C:5]=1[CH2:21][CH2:22][OH:23])[CH3:2].[C:24]1([N:30]=[C:31]=[O:32])[CH:29]=[CH:28][CH:27]=[CH:26][CH:25]=1, predict the reaction product.